This data is from Full USPTO retrosynthesis dataset with 1.9M reactions from patents (1976-2016). The task is: Predict the reactants needed to synthesize the given product. (1) The reactants are: [Cl:1][C:2]1[C:7]2[O:8][CH2:9][C:10](=[O:12])[NH:11][C:6]=2[N:5]=[C:4](/[CH:13]=C/C2C=CC=CC=2)[N:3]=1.[O:21]1CCOCC1. Given the product [Cl:1][C:2]1[N:3]=[C:4]([CH:13]=[O:21])[NH:5][C:6]2[C:7]=1[O:8][CH2:9][C:10](=[O:12])[N:11]=2, predict the reactants needed to synthesize it. (2) The reactants are: [F:1][C:2]1[CH:8]=[CH:7][C:5]([NH2:6])=[CH:4][CH:3]=1.C(N(CC)CC)C.[CH2:16](Br)[C:17]1[CH:22]=[CH:21][CH:20]=[CH:19][CH:18]=1. Given the product [CH2:16]([NH:6][C:5]1[CH:7]=[CH:8][C:2]([F:1])=[CH:3][CH:4]=1)[C:17]1[CH:22]=[CH:21][CH:20]=[CH:19][CH:18]=1, predict the reactants needed to synthesize it. (3) Given the product [C:14]1([C:13]2[S:20][C:2]3[CH:3]([C:9]([O:11][CH3:12])=[O:10])[CH2:4][CH2:5][CH2:6][C:7]=3[N:21]=2)[CH:19]=[CH:18][CH:17]=[CH:16][CH:15]=1, predict the reactants needed to synthesize it. The reactants are: Br[CH:2]1[C:7](=O)[CH2:6][CH2:5][CH2:4][CH:3]1[C:9]([O:11][CH3:12])=[O:10].[C:13]([NH2:21])(=[S:20])[C:14]1[CH:19]=[CH:18][CH:17]=[CH:16][CH:15]=1. (4) Given the product [CH3:17][O:18][C:19]1[CH:20]=[C:21]([CH2:27][CH2:28][NH:29][C:3](=[O:16])[CH2:4][CH2:5][C:6]2[CH:7]=[CH:8][C:9]([C:12]([F:13])([F:14])[F:15])=[CH:10][CH:11]=2)[CH:22]=[CH:23][C:24]=1[O:25][CH3:26], predict the reactants needed to synthesize it. The reactants are: CO[C:3](=[O:16])[CH2:4][CH2:5][C:6]1[CH:11]=[CH:10][C:9]([C:12]([F:15])([F:14])[F:13])=[CH:8][CH:7]=1.[CH3:17][O:18][C:19]1[CH:20]=[C:21]([CH2:27][CH2:28][NH2:29])[CH:22]=[CH:23][C:24]=1[O:25][CH3:26].C[O-].[Na+].CO. (5) Given the product [C:1]([O:5][C:6](=[O:24])[C:7]([S:10][C:11]1[CH:20]=[CH:19][C:18]2[CH2:17][CH:16]([N:21]([CH2:22][CH3:23])[C:35]([NH:34][C:31]3[CH:32]=[CH:33][C:28]([O:27][C:26]([F:25])([F:37])[F:38])=[CH:29][CH:30]=3)=[O:36])[CH2:15][CH2:14][C:13]=2[CH:12]=1)([CH3:9])[CH3:8])([CH3:2])([CH3:3])[CH3:4], predict the reactants needed to synthesize it. The reactants are: [C:1]([O:5][C:6](=[O:24])[C:7]([S:10][C:11]1[CH:20]=[CH:19][C:18]2[CH2:17][CH:16]([NH:21][CH2:22][CH3:23])[CH2:15][CH2:14][C:13]=2[CH:12]=1)([CH3:9])[CH3:8])([CH3:4])([CH3:3])[CH3:2].[F:25][C:26]([F:38])([F:37])[O:27][C:28]1[CH:33]=[CH:32][C:31]([N:34]=[C:35]=[O:36])=[CH:30][CH:29]=1. (6) Given the product [NH2:1][C:2]1[N:6]([CH3:7])[C:5](=[O:8])[C:4]([C:9]2[CH:14]=[CH:13][C:12]([O:15][CH:16]([F:18])[F:17])=[C:11]([CH2:19][CH3:20])[CH:10]=2)([C:21]2[CH:26]=[CH:25][C:24]([F:27])=[C:23]([C:38]#[C:37][CH2:36][CH:35]([CH3:39])[CH3:34])[CH:22]=2)[N:3]=1, predict the reactants needed to synthesize it. The reactants are: [NH2:1][C:2]1[N:6]([CH3:7])[C:5](=[O:8])[C:4]([C:21]2[CH:26]=[CH:25][C:24]([F:27])=[C:23](Br)[CH:22]=2)([C:9]2[CH:14]=[CH:13][C:12]([O:15][CH:16]([F:18])[F:17])=[C:11]([CH2:19][CH3:20])[CH:10]=2)[N:3]=1.N1CCCC1.[CH3:34][CH:35]([CH3:39])[CH2:36][C:37]#[CH:38]. (7) Given the product [CH3:17][O:16][CH2:15][CH2:14][CH2:13][O:12][C:8]1[CH:9]=[C:10]([CH3:11])[C:5]([C:3]2[N:19]=[C:20]([NH2:22])[S:21][CH:2]=2)=[C:6]([CH3:18])[CH:7]=1, predict the reactants needed to synthesize it. The reactants are: Br[CH2:2][C:3]([C:5]1[C:10]([CH3:11])=[CH:9][C:8]([O:12][CH2:13][CH2:14][CH2:15][O:16][CH3:17])=[CH:7][C:6]=1[CH3:18])=O.[NH2:19][C:20]([NH2:22])=[S:21]. (8) Given the product [F:1][C:2]1[CH:29]=[CH:28][C:5]([CH2:6][NH:7][C:8]([C:10]2([CH2:23][CH2:24][CH2:25][CH2:26][N:33]3[CH2:34][CH2:35][N:30]([C:36]4[N:45]=[CH:44][C:43]5[C:38](=[CH:39][CH:40]=[CH:41][CH:42]=5)[N:37]=4)[CH2:31][CH2:32]3)[C:22]3[CH:21]=[CH:20][CH:19]=[CH:18][C:17]=3[C:16]3[C:11]2=[CH:12][CH:13]=[CH:14][CH:15]=3)=[O:9])=[CH:4][CH:3]=1, predict the reactants needed to synthesize it. The reactants are: [F:1][C:2]1[CH:29]=[CH:28][C:5]([CH2:6][NH:7][C:8]([C:10]2([CH2:23][CH2:24][CH2:25][CH2:26]Br)[C:22]3[CH:21]=[CH:20][CH:19]=[CH:18][C:17]=3[C:16]3[C:11]2=[CH:12][CH:13]=[CH:14][CH:15]=3)=[O:9])=[CH:4][CH:3]=1.[N:30]1([C:36]2[N:45]=[CH:44][C:43]3[C:38](=[CH:39][CH:40]=[CH:41][CH:42]=3)[N:37]=2)[CH2:35][CH2:34][NH:33][CH2:32][CH2:31]1.